Dataset: Merck oncology drug combination screen with 23,052 pairs across 39 cell lines. Task: Regression. Given two drug SMILES strings and cell line genomic features, predict the synergy score measuring deviation from expected non-interaction effect. Drug 1: CCN(CC)CCNC(=O)c1c(C)[nH]c(C=C2C(=O)Nc3ccc(F)cc32)c1C. Drug 2: Cn1c(=O)n(-c2ccc(C(C)(C)C#N)cc2)c2c3cc(-c4cnc5ccccc5c4)ccc3ncc21. Cell line: HCT116. Synergy scores: synergy=31.6.